Dataset: Catalyst prediction with 721,799 reactions and 888 catalyst types from USPTO. Task: Predict which catalyst facilitates the given reaction. (1) Reactant: [F:1][C:2]([F:14])([F:13])[O:3][C:4]1[CH:12]=[CH:11][C:7]([C:8]([OH:10])=O)=[CH:6][CH:5]=1.C1N=CN(C(N2C=NC=C2)=O)C=1.O[NH:28][C:29]([C:31]1[N:35]=[C:34]([CH3:36])[N:33]([CH2:37][C:38]2[CH:43]=[CH:42][CH:41]=[C:40]([N:44]3[CH2:49][CH2:48][N:47]([CH3:50])[CH2:46][CH2:45]3)[CH:39]=2)[N:32]=1)=[NH:30]. Product: [CH3:36][C:34]1[N:33]([CH2:37][C:38]2[CH:43]=[CH:42][CH:41]=[C:40]([N:44]3[CH2:49][CH2:48][N:47]([CH3:50])[CH2:46][CH2:45]3)[CH:39]=2)[N:32]=[C:31]([C:29]2[N:30]=[C:8]([C:7]3[CH:6]=[CH:5][C:4]([O:3][C:2]([F:1])([F:14])[F:13])=[CH:12][CH:11]=3)[O:10][N:28]=2)[N:35]=1. The catalyst class is: 2. (2) Reactant: [C:1]1([CH2:7][CH2:8][CH2:9][O:10][C:11]2[C:12]([C:16]3[CH:17]=[N:18][CH:19]=[CH:20][CH:21]=3)=[N:13][NH:14][CH:15]=2)C=CC=CC=1.BrCCC=C.N1C=CC=C(C2C(O)=CN(COCC[Si](C)(C)C)N=2)C=1. Product: [CH2:9]([O:10][C:11]1[C:12]([C:16]2[CH:17]=[N:18][CH:19]=[CH:20][CH:21]=2)=[N:13][NH:14][CH:15]=1)[CH2:8][CH:7]=[CH2:1]. The catalyst class is: 27. (3) Product: [Cl:19][C:10]1[C:9](=[O:20])[NH:8][C:7]([CH2:6][C:5]([O-:21])=[O:4])=[N:12][C:11]=1[N:13]1[CH2:14][CH2:15][O:16][CH2:17][CH2:18]1.[Na+:2]. Reactant: [OH-].[Na+:2].C[O:4][C:5](=[O:21])[CH2:6][C:7]1[NH:8][C:9](=[O:20])[C:10]([Cl:19])=[C:11]([N:13]2[CH2:18][CH2:17][O:16][CH2:15][CH2:14]2)[N:12]=1. The catalyst class is: 1.